Predict which catalyst facilitates the given reaction. From a dataset of Catalyst prediction with 721,799 reactions and 888 catalyst types from USPTO. (1) Reactant: [Br:1][C:2]1[CH:7]=[CH:6][C:5]([C:8]2([NH:16]C(=O)OC(C)(C)C)[CH2:11][C:10]3([O:15][CH2:14][CH2:13][O:12]3)[CH2:9]2)=[CH:4][CH:3]=1.C([O-])(O)=O.[Na+]. Product: [Br:1][C:2]1[CH:7]=[CH:6][C:5]([C:8]2([NH2:16])[CH2:11][C:10]3([O:12][CH2:13][CH2:14][O:15]3)[CH2:9]2)=[CH:4][CH:3]=1. The catalyst class is: 67. (2) Reactant: [Cl:1][C:2]1[C:10]2[C:5](=[CH:6][C:7]([C@H:11]([N:13]([CH:36]3[CH2:38][CH2:37]3)[C:14]([C@H:16]3[CH2:21][N:20](C(OC(C)(C)C)=O)[CH2:19][CH2:18][N:17]3C(OC(C)(C)C)=O)=[O:15])[CH3:12])=[CH:8][CH:9]=2)[N:4]([CH2:39][CH2:40][CH2:41][O:42][CH3:43])[CH:3]=1.N1C(C)=CC=CC=1C.C[Si](OS(C(F)(F)F)(=O)=O)(C)C.C(=O)([O-])O.[Na+]. Product: [Cl:1][C:2]1[C:10]2[C:5](=[CH:6][C:7]([C@H:11]([N:13]([CH:36]3[CH2:38][CH2:37]3)[C:14]([C@H:16]3[CH2:21][NH:20][CH2:19][CH2:18][NH:17]3)=[O:15])[CH3:12])=[CH:8][CH:9]=2)[N:4]([CH2:39][CH2:40][CH2:41][O:42][CH3:43])[CH:3]=1. The catalyst class is: 98. (3) Reactant: [Cl:1][CH2:2][C:3]([NH:5][C:6]1[C:11]([CH3:12])=[CH:10][CH:9]=[CH:8][C:7]=1[CH3:13])=[O:4].[CH3:14][O:15][C:16]1[CH:32]=[CH:31][CH:30]=[CH:29][C:17]=1[O:18][CH2:19][CH:20]([OH:28])[CH2:21][N:22]1[CH2:27][CH2:26][NH:25][CH2:24][CH2:23]1.CN(C)C=O.[ClH:38]. Product: [CH3:13][C:7]1[CH:8]=[CH:9][CH:10]=[C:11]([CH3:12])[C:6]=1[NH:5][C:3]([CH2:2][N:25]1[CH2:26][CH2:27][N:22]([CH2:21][CH:20]([OH:28])[CH2:19][O:18][C:17]2[C:16]([O:15][CH3:14])=[CH:32][CH:31]=[CH:30][CH:29]=2)[CH2:23][CH2:24]1)=[O:4].[ClH:1].[ClH:38]. The catalyst class is: 6. (4) Reactant: [CH3:1][C:2]1[CH:3]=[C:4]([CH:7]=[C:8]([CH3:22])[C:9]=1[O:10][C:11]1[CH:16]=[CH:15][C:14]([O:17][CH3:18])=[C:13]([CH:19]([CH3:21])[CH3:20])[CH:12]=1)C=O.ClC1C=C(C=CC=1)C(OO)=[O:28].[OH-].[Na+].Cl. Product: [CH3:1][C:2]1[CH:3]=[C:4]([OH:28])[CH:7]=[C:8]([CH3:22])[C:9]=1[O:10][C:11]1[CH:16]=[CH:15][C:14]([O:17][CH3:18])=[C:13]([CH:19]([CH3:21])[CH3:20])[CH:12]=1. The catalyst class is: 96. (5) Reactant: Br[C:2]1[S:3][CH:4]=[C:5]([Br:7])[N:6]=1.[Li]CCCC.[C:13](=[O:15])=[O:14]. Product: [Br:7][C:5]1[N:6]=[C:2]([C:13]([OH:15])=[O:14])[S:3][CH:4]=1. The catalyst class is: 28.